From a dataset of Experimental lipophilicity measurements (octanol/water distribution) for 4,200 compounds from AstraZeneca. Regression/Classification. Given a drug SMILES string, predict its absorption, distribution, metabolism, or excretion properties. Task type varies by dataset: regression for continuous measurements (e.g., permeability, clearance, half-life) or binary classification for categorical outcomes (e.g., BBB penetration, CYP inhibition). For this dataset (lipophilicity_astrazeneca), we predict Y. (1) The drug is C[C@H]1O[C@@H](n2cnc3c(N)nc(OC4CCC(F)(F)CC4)nc32)[C@H](O)[C@@H]1O. The Y is 1.42 logD. (2) The molecule is Cn1c(=O)c2c(-c3oc(S(C)(=O)=O)cc3Cl)n(Cc3ccnc4ccc(Cl)cc34)nc2n(CC2CC2)c1=O. The Y is 3.97 logD.